From a dataset of Catalyst prediction with 721,799 reactions and 888 catalyst types from USPTO. Predict which catalyst facilitates the given reaction. (1) Reactant: [Br:1][C:2]1[CH:3]=[CH:4][CH:5]=[C:6]2[C:22]=1[C:9]1([CH2:14][CH2:13][N:12](C(OC(C)(C)C)=O)[CH2:11][CH2:10]1)[CH2:8][CH:7]2[CH:23]([CH3:29])[C:24]([O:26][CH2:27][CH3:28])=[O:25]. Product: [Br:1][C:2]1[CH:3]=[CH:4][CH:5]=[C:6]2[C:22]=1[C:9]1([CH2:10][CH2:11][NH:12][CH2:13][CH2:14]1)[CH2:8][CH:7]2[CH:23]([CH3:29])[C:24]([O:26][CH2:27][CH3:28])=[O:25]. The catalyst class is: 67. (2) Reactant: O[C:2]1[CH:3]=[C:4]([CH:7]=[CH:8][CH:9]=1)[CH:5]=[O:6].[Cl:10][C:11]1[N:16]=CC=C[N:12]=1.CCN(C(C)C)C(C)C. Product: [Cl:10][C:11]1[NH:16][C:5](=[O:6])[C:4]2[C:3](=[CH:2][CH:9]=[CH:8][CH:7]=2)[N:12]=1. The catalyst class is: 25. (3) Reactant: [Cl:1][C:2]1[C:10]2[C:5](=[CH:6][CH:7]=[C:8]([O:11][CH3:12])[CH:9]=2)[N:4]([C:13]2[CH:20]=[CH:19][C:16]([CH2:17][NH2:18])=[CH:15][CH:14]=2)[C:3]=1[C:21]1[N:25]=[C:24]([CH3:26])[O:23][N:22]=1.[F:27][C:28]([F:39])([F:38])[C:29]([NH:31][C:32]1([C:35](O)=[O:36])[CH2:34][CH2:33]1)=[O:30].C(Cl)CCl. Product: [Cl:1][C:2]1[C:10]2[C:5](=[CH:6][CH:7]=[C:8]([O:11][CH3:12])[CH:9]=2)[N:4]([C:13]2[CH:14]=[CH:15][C:16]([CH2:17][NH:18][C:35]([C:32]3([NH:31][C:29](=[O:30])[C:28]([F:27])([F:38])[F:39])[CH2:33][CH2:34]3)=[O:36])=[CH:19][CH:20]=2)[C:3]=1[C:21]1[N:25]=[C:24]([CH3:26])[O:23][N:22]=1. The catalyst class is: 4. (4) Reactant: C(S[CH2:4][CH2:5][CH2:6][O:7][C:8]1[N:16]=[C:15]2[C:11]([N:12]=[CH:13][N:14]2[CH2:17][C:18]2[CH:23]=[CH:22][CH:21]=[C:20]([CH2:24][C:25]([O:27][CH3:28])=[O:26])[CH:19]=2)=[C:10]([NH2:29])[N:9]=1)C.C(=O)([O-])O.[Na+].O[O:36][S:37]([O-:39])=O.[K+].[CH3:41][C:42](C)=O. Product: [CH2:41]([S:37]([CH2:4][CH2:5][CH2:6][O:7][C:8]1[N:16]=[C:15]2[C:11]([N:12]=[CH:13][N:14]2[CH2:17][C:18]2[CH:23]=[CH:22][CH:21]=[C:20]([CH2:24][C:25]([O:27][CH3:28])=[O:26])[CH:19]=2)=[C:10]([NH2:29])[N:9]=1)(=[O:39])=[O:36])[CH3:42]. The catalyst class is: 6. (5) Reactant: Br[C:2]1[CH:7]=[CH:6][C:5]([Br:8])=[CH:4][CH:3]=1.[Li]CCCC.[O:14]=[C:15]1[CH2:18][CH:17]([C:19]([O:21][CH3:22])=[O:20])[CH2:16]1. Product: [Br:8][C:5]1[CH:6]=[CH:7][C:2]([C:15]2([OH:14])[CH2:18][CH:17]([C:19]([O:21][CH3:22])=[O:20])[CH2:16]2)=[CH:3][CH:4]=1. The catalyst class is: 7. (6) Reactant: [NH2:1][CH2:2][C:3]([NH:5][CH:6]1[CH2:9][N:8]([CH:10]2[CH2:15][CH2:14][C:13]([OH:24])([C:16]3[CH:17]=[N:18][C:19]([O:22][CH3:23])=[CH:20][CH:21]=3)[CH2:12][CH2:11]2)[CH2:7]1)=[O:4].[Cl:25][C:26]1[CH:27]=[C:28]([CH:32]=[CH:33][C:34]=1[Cl:35])[C:29](Cl)=[O:30].CCN(CC)CC.C([O-])(O)=O.[Na+]. Product: [Cl:25][C:26]1[CH:27]=[C:28]([CH:32]=[CH:33][C:34]=1[Cl:35])[C:29]([NH:1][CH2:2][C:3](=[O:4])[NH:5][CH:6]1[CH2:9][N:8]([CH:10]2[CH2:15][CH2:14][C:13]([OH:24])([C:16]3[CH:17]=[N:18][C:19]([O:22][CH3:23])=[CH:20][CH:21]=3)[CH2:12][CH2:11]2)[CH2:7]1)=[O:30]. The catalyst class is: 2.